From a dataset of Catalyst prediction with 721,799 reactions and 888 catalyst types from USPTO. Predict which catalyst facilitates the given reaction. (1) Reactant: [SH2:1].[C:2]([O:6][C:7]([NH:9][CH2:10][C:11]1[C:12]([CH2:31][CH:32]([CH3:34])[CH3:33])=[N:13][C:14]([CH3:30])=[C:15]([C:22]=1[C:23]1[CH:28]=[CH:27][C:26]([CH3:29])=[CH:25][CH:24]=1)[C:16]([O:18][CH2:19][C:20]#[N:21])=[O:17])=[O:8])([CH3:5])([CH3:4])[CH3:3].C(N(CC)CC)C. Product: [C:2]([O:6][C:7]([NH:9][CH2:10][C:11]1[C:12]([CH2:31][CH:32]([CH3:34])[CH3:33])=[N:13][C:14]([CH3:30])=[C:15]([C:22]=1[C:23]1[CH:24]=[CH:25][C:26]([CH3:29])=[CH:27][CH:28]=1)[C:16]([O:18][CH2:19][C:20]([NH2:21])=[S:1])=[O:17])=[O:8])([CH3:5])([CH3:4])[CH3:3]. The catalyst class is: 9. (2) Reactant: [Cl:1][C:2]1[CH:7]=[CH:6][C:5]([CH:8]([C:33]2[CH:38]=[CH:37][CH:36]=[CH:35][C:34]=2[F:39])[O:9][C:10]2[CH:18]=[CH:17][C:16]([NH:19][C:20]([NH:22][C:23]3[CH:28]=[CH:27][C:26]([O:29][CH3:30])=[C:25]([O:31][CH3:32])[CH:24]=3)=[O:21])=[CH:15][C:11]=2[C:12]([O-])=[O:13])=[CH:4][CH:3]=1.ON1C2C=CC=CC=2N=N1.[C:50]([NH2:54])([CH3:53])([CH3:52])[CH3:51].Cl.CN(C)CCCN=C=NCC. Product: [C:50]([NH:54][C:12](=[O:13])[C:11]1[CH:15]=[C:16]([NH:19][C:20]([NH:22][C:23]2[CH:28]=[CH:27][C:26]([O:29][CH3:30])=[C:25]([O:31][CH3:32])[CH:24]=2)=[O:21])[CH:17]=[CH:18][C:10]=1[O:9][CH:8]([C:5]1[CH:6]=[CH:7][C:2]([Cl:1])=[CH:3][CH:4]=1)[C:33]1[CH:38]=[CH:37][CH:36]=[CH:35][C:34]=1[F:39])([CH3:53])([CH3:52])[CH3:51]. The catalyst class is: 136. (3) Reactant: [OH:1][CH2:2][C:3]1[CH:8]=[CH:7][C:6]([CH2:9][C:10]([OH:12])=[O:11])=[CH:5][CH:4]=1. Product: [CH:2]([C:3]1[CH:8]=[CH:7][C:6]([CH2:9][C:10]([OH:12])=[O:11])=[CH:5][CH:4]=1)=[O:1]. The catalyst class is: 428. (4) Reactant: [CH3:1][C:2]1[CH:7]=[C:6]([CH3:8])[CH:5]=[C:4]([CH3:9])[CH:3]=1.[CH3:9][C:4]1[CH:5]=[C:6]([CH3:8])[CH:7]=[C:2]([CH3:1])[CH:3]=1.[ClH+:19][Ru-:20](Cl)[ClH+].[Cl:19][Ru:20].[CH3:25][C:26]1[CH:31]=[CH:30][C:29]([S:32]([NH:35][C@@H:36]([C@H:43]([NH2:50])[C:44]2[CH:49]=[CH:48][CH:47]=[CH:46][CH:45]=2)[C:37]2[CH:42]=[CH:41][CH:40]=[CH:39][CH:38]=2)(=[O:34])=[O:33])=[CH:28][CH:27]=1.C(N(CC)CC)C. Product: [CH3:25][C:26]1[CH:31]=[CH:30][C:29]([S:32]([N-:35][C@@H:36]([C@H:43]([NH2:50])[C:44]2[CH:45]=[CH:46][CH:47]=[CH:48][CH:49]=2)[C:37]2[CH:42]=[CH:41][CH:40]=[CH:39][CH:38]=2)(=[O:34])=[O:33])=[CH:28][CH:27]=1.[CH3:1][C:2]1[CH:7]=[C:6]([CH3:8])[CH:5]=[C:4]([CH3:9])[CH:3]=1.[Cl:19][Ru+:20]. The catalyst class is: 41.